From a dataset of Forward reaction prediction with 1.9M reactions from USPTO patents (1976-2016). Predict the product of the given reaction. (1) Given the reactants [Cl:1][C:2]1[N:3]=[CH:4][CH:5]=[C:6]2[C:10]([C:11](=[O:16])C(F)(F)F)=[CH:9][N:8]([CH2:17][CH2:18][O:19][CH3:20])[C:7]=12.[OH-:21].[Li+], predict the reaction product. The product is: [Cl:1][C:2]1[N:3]=[CH:4][CH:5]=[C:6]2[C:10]([C:11]([OH:16])=[O:21])=[CH:9][N:8]([CH2:17][CH2:18][O:19][CH3:20])[C:7]=12. (2) Given the reactants [C:1]([O:5][C:6]([N:8]1[CH2:13][CH2:12][C:11]2[NH:14][N:15]=[CH:16][C:10]=2[CH2:9]1)=[O:7])([CH3:4])([CH3:3])[CH3:2].Cl.Cl[CH2:19][CH2:20][N:21]1[CH2:25][CH2:24][CH2:23][CH2:22]1.C(=O)([O-])[O-].[K+].[K+], predict the reaction product. The product is: [C:1]([O:5][C:6]([N:8]1[CH2:13][CH2:12][C:11]2=[N:14][N:15]([CH2:19][CH2:20][N:21]3[CH2:25][CH2:24][CH2:23][CH2:22]3)[CH:16]=[C:10]2[CH2:9]1)=[O:7])([CH3:4])([CH3:2])[CH3:3].